Dataset: Full USPTO retrosynthesis dataset with 1.9M reactions from patents (1976-2016). Task: Predict the reactants needed to synthesize the given product. (1) The reactants are: [NH2:1][C:2]1[C:3]2[N:11]=[CH:10][CH:9]=[C:8]([C:12]([NH:14][C:15]3[C:20]([F:21])=[CH:19][CH:18]=[C:17]([N:22](CC4C=CC(OC)=CC=4)[S:23]([CH2:26][CH2:27][CH3:28])(=[O:25])=[O:24])[C:16]=3[Cl:38])=[O:13])[C:4]=2[N:5]=[CH:6][N:7]=1.FC(F)(F)C(O)=O. Given the product [NH2:1][C:2]1[C:3]2[N:11]=[CH:10][CH:9]=[C:8]([C:12]([NH:14][C:15]3[C:20]([F:21])=[CH:19][CH:18]=[C:17]([NH:22][S:23]([CH2:26][CH2:27][CH3:28])(=[O:24])=[O:25])[C:16]=3[Cl:38])=[O:13])[C:4]=2[N:5]=[CH:6][N:7]=1, predict the reactants needed to synthesize it. (2) Given the product [CH2:14]([O:16][C:17]([C:19]1[N:23]2[CH2:24][CH2:25][N:26]([C:11]([C:9]3[CH:10]=[C:5]4[N:4]=[CH:3][C:2]([Cl:1])=[CH:7][N:6]4[N:8]=3)=[O:13])[CH:27]([CH3:28])[C:22]2=[N:21][N:20]=1)=[O:18])[CH3:15], predict the reactants needed to synthesize it. The reactants are: [Cl:1][C:2]1[CH:3]=[N:4][C:5]2[N:6]([N:8]=[C:9]([C:11]([OH:13])=O)[CH:10]=2)[CH:7]=1.[CH2:14]([O:16][C:17]([C:19]1[N:23]2[CH2:24][CH2:25][NH:26][CH:27]([CH3:28])[C:22]2=[N:21][N:20]=1)=[O:18])[CH3:15]. (3) Given the product [NH:39]1[CH2:40][CH2:41][CH2:42][C@H:38]1[C:35]1[NH:36][CH:37]=[C:33]([CH:30]2[CH2:31][CH2:32][CH:27]([C:24]3[CH:25]=[CH:26][C:21]([C:18]4[NH:19][CH:20]=[C:16]([C@@H:12]5[CH2:13][CH2:14][CH2:15][NH:11]5)[N:17]=4)=[CH:22][CH:23]=3)[CH2:28][CH2:29]2)[N:34]=1, predict the reactants needed to synthesize it. The reactants are: C(OC([N:11]1[CH2:15][CH2:14][CH2:13][C@H:12]1[C:16]1[N:17]=[C:18]([C:21]2[CH:26]=[CH:25][C:24]([CH:27]3[CH2:32][CH2:31][CH:30]([C:33]4[N:34]=[C:35]([C@@H:38]5[CH2:42][CH2:41][CH2:40][N:39]5C(OCC5C=CC=CC=5)=O)[NH:36][CH:37]=4)[CH2:29][CH2:28]3)=[CH:23][CH:22]=2)[NH:19][CH:20]=1)=O)C1C=CC=CC=1.C(Cl)(=O)C.[Cl-].[Al+3].[Cl-].[Cl-].Cl. (4) Given the product [O:20]1[C:24]2[CH:25]=[CH:26][CH:27]=[CH:28][C:23]=2[CH:22]=[C:21]1[CH:29]([C:2]1[N:7]=[CH:6][CH:5]=[CH:4][N:3]=1)[NH:30][S:31]([C:34]1[CH:44]=[CH:43][C:37]2[O:38][CH2:39][CH2:40][CH2:41][O:42][C:36]=2[CH:35]=1)(=[O:32])=[O:33], predict the reactants needed to synthesize it. The reactants are: Br[C:2]1[N:7]=[CH:6][CH:5]=[CH:4][N:3]=1.C([Li])CCC.C1(C)C=CC=CC=1.[O:20]1[C:24]2[CH:25]=[CH:26][CH:27]=[CH:28][C:23]=2[CH:22]=[C:21]1[CH:29]=[N:30][S:31]([C:34]1[CH:44]=[CH:43][C:37]2[O:38][CH2:39][CH2:40][CH2:41][O:42][C:36]=2[CH:35]=1)(=[O:33])=[O:32].